This data is from Full USPTO retrosynthesis dataset with 1.9M reactions from patents (1976-2016). The task is: Predict the reactants needed to synthesize the given product. (1) The reactants are: [CH:1]([N:4]1[C:8]([C:9]2[N:10]=[C:11]3[C:17]4[CH:18]=[CH:19][C:20]([C:22](=[O:24])[CH3:23])=[CH:21][C:16]=4[O:15][CH2:14][CH2:13][N:12]3[CH:25]=2)=[N:7][C:6]([CH3:26])=[N:5]1)([CH3:3])[CH3:2].CO[CH:29](OC)[N:30]([CH3:32])[CH3:31]. Given the product [CH3:29][N:30]([CH3:32])/[CH:31]=[CH:23]/[C:22]([C:20]1[CH:19]=[CH:18][C:17]2[C:11]3[N:12]([CH:25]=[C:9]([C:8]4[N:4]([CH:1]([CH3:3])[CH3:2])[N:5]=[C:6]([CH3:26])[N:7]=4)[N:10]=3)[CH2:13][CH2:14][O:15][C:16]=2[CH:21]=1)=[O:24], predict the reactants needed to synthesize it. (2) Given the product [Cl:1][C:2]1[N:3]=[C:4]2[C:9](=[CH:10][CH:11]=1)[N:8]=[CH:7][C:6]([CH:12]=[O:13])=[C:5]2[NH:17][C:18]1[CH:23]=[CH:22][CH:21]=[C:20]([C:24]([F:25])([F:26])[F:27])[CH:19]=1, predict the reactants needed to synthesize it. The reactants are: [Cl:1][C:2]1[N:3]=[C:4]2[C:9](=[CH:10][CH:11]=1)[N:8]=[CH:7][C:6]([C:12](OCC)=[O:13])=[C:5]2[NH:17][C:18]1[CH:23]=[CH:22][CH:21]=[C:20]([C:24]([F:27])([F:26])[F:25])[CH:19]=1.C(O)C.[BH4-].[Na+]. (3) Given the product [Cl:1][C:2]1[CH:10]=[CH:9][C:5]([C:6]([NH:15][CH:18]2[CH2:20][CH2:19]2)=[O:8])=[CH:4][C:3]=1[I:11], predict the reactants needed to synthesize it. The reactants are: [Cl:1][C:2]1[CH:10]=[CH:9][C:5]([C:6]([OH:8])=O)=[CH:4][C:3]=1[I:11].C([N:15]([CH:18]([CH3:20])[CH3:19])CC)(C)C.C1(N)CC1. (4) Given the product [CH3:13][C:12]1[C:7]([NH:23][CH:24]2[CH2:29][CH2:28][CH2:27][CH:26]([OH:30])[CH2:25]2)=[N:8][C:9]([NH:15][CH2:16][C:17]2[CH:22]=[CH:21][CH:20]=[CH:19][N:18]=2)=[N:10][C:11]=1[CH3:14], predict the reactants needed to synthesize it. The reactants are: C1(N[C:7]2[C:12]([CH3:13])=[C:11]([CH3:14])[N:10]=[C:9]([NH:15][CH2:16][C:17]3[CH:22]=[CH:21][CH:20]=[CH:19][N:18]=3)[N:8]=2)CCCC1.[NH2:23][CH:24]1[CH2:29][CH2:28][CH2:27][CH:26]([OH:30])[CH2:25]1. (5) The reactants are: [Si:1]([O:18][CH2:19][C:20]1[C:25]([N:26]2[CH2:31][C@H:30]([CH3:32])[O:29][C@H:28]([CH3:33])[CH2:27]2)=[C:24]([F:34])[C:23]([F:35])=[CH:22][CH:21]=1)([C:14]([CH3:17])([CH3:16])[CH3:15])([C:8]1[CH:13]=[CH:12][CH:11]=[CH:10][CH:9]=1)[C:2]1[CH:7]=[CH:6][CH:5]=[CH:4][CH:3]=1.[F:36][CH:37]([F:44])[C:38](N(OC)C)=[O:39]. Given the product [Si:1]([O:18][CH2:19][C:20]1[C:25]([N:26]2[CH2:31][C@H:30]([CH3:32])[O:29][C@H:28]([CH3:33])[CH2:27]2)=[C:24]([F:34])[C:23]([F:35])=[C:22]([C:38](=[O:39])[CH:37]([F:44])[F:36])[CH:21]=1)([C:14]([CH3:16])([CH3:17])[CH3:15])([C:2]1[CH:7]=[CH:6][CH:5]=[CH:4][CH:3]=1)[C:8]1[CH:13]=[CH:12][CH:11]=[CH:10][CH:9]=1, predict the reactants needed to synthesize it. (6) The reactants are: [O:1]=[C:2]1[NH:7][N:6]=[CH:5][C:4]([C:8]([OH:10])=[O:9])=[CH:3]1.[C:11](Cl)(=O)[CH3:12]. Given the product [CH2:11]([O:9][C:8]([C:4]1[CH:5]=[N:6][NH:7][C:2](=[O:1])[CH:3]=1)=[O:10])[CH3:12], predict the reactants needed to synthesize it. (7) Given the product [CH3:1][O:2][C:3](=[O:18])[CH:4]([C:5]1[N:6]=[C:7]([C:11]2[CH:12]=[CH:13][C:14]([Br:17])=[CH:15][CH:16]=2)[O:8][C:9]=1[CH3:10])[CH3:19], predict the reactants needed to synthesize it. The reactants are: [CH3:1][O:2][C:3](=[O:18])[CH2:4][C:5]1[N:6]=[C:7]([C:11]2[CH:16]=[CH:15][C:14]([Br:17])=[CH:13][CH:12]=2)[O:8][C:9]=1[CH3:10].[CH:19]([N-]C(C)C)(C)C.[Li+].CI. (8) Given the product [F:40][C:41]1[CH:42]=[C:43]([NH:47][C:32]([N:13]2[C@@H:14]3[CH2:19][N:18]([CH2:17][CH2:16][CH2:15]3)[C:11]3[CH:10]=[CH:9][C:8]([C:6]4[CH:5]=[CH:4][N:3]=[C:2]([CH3:1])[CH:7]=4)=[N:20][C:12]2=3)=[O:38])[CH:44]=[N:45][CH:46]=1, predict the reactants needed to synthesize it. The reactants are: [CH3:1][C:2]1[CH:7]=[C:6]([C:8]2[CH:9]=[CH:10][C:11]3[N:18]4[CH2:19][C@H:14]([CH2:15][CH2:16][CH2:17]4)[NH:13][C:12]=3[N:20]=2)[CH:5]=[CH:4][N:3]=1.C(N(CC)CC)C.ClC(Cl)(O[C:32](=[O:38])OC(Cl)(Cl)Cl)Cl.[F:40][C:41]1[CH:42]=[C:43]([NH2:47])[CH:44]=[N:45][CH:46]=1. (9) Given the product [Br:1][C:2]1[C:3]([N:12]2[CH2:17][CH2:16][N:15]([CH2:18][C:19]3[CH:23]=[C:22]([CH3:24])[O:21][N:20]=3)[CH2:14][CH2:13]2)=[C:4]2[N:9]=[C:38]([C:37]3[CH:36]=[CH:35][C:34]([CH2:33][N:28]4[CH:32]=[CH:31][CH:30]=[N:29]4)=[CH:41][CH:40]=3)[NH:8][C:5]2=[N:6][CH:7]=1, predict the reactants needed to synthesize it. The reactants are: [Br:1][C:2]1[C:3]([N:12]2[CH2:17][CH2:16][N:15]([CH2:18][C:19]3[CH:23]=[C:22]([CH3:24])[O:21][N:20]=3)[CH2:14][CH2:13]2)=[C:4]([N+:9]([O-])=O)[C:5]([NH2:8])=[N:6][CH:7]=1.CCO.[N:28]1([CH2:33][C:34]2[CH:41]=[CH:40][C:37]([CH:38]=O)=[CH:36][CH:35]=2)[CH:32]=[CH:31][CH:30]=[N:29]1.[O-]S(S([O-])=O)=O.[Na+].[Na+]. (10) Given the product [F:11][C:5]1[CH:6]=[C:7]([F:10])[CH:8]=[CH:9][C:4]=1[CH2:3][CH2:2][C:12]1[N:13]=[C:14]([O:27][CH3:29])[C:15]([S:18]([C:21]2[CH:26]=[CH:25][CH:24]=[CH:23][CH:22]=2)(=[O:20])=[O:19])=[CH:16][CH:17]=1, predict the reactants needed to synthesize it. The reactants are: Cl[CH:2]([C:12]1[CH:17]=[CH:16][C:15]([S:18]([C:21]2[CH:26]=[CH:25][CH:24]=[CH:23][CH:22]=2)(=[O:20])=[O:19])=[CH:14][N:13]=1)[CH2:3][C:4]1[CH:9]=[CH:8][C:7]([F:10])=[CH:6][C:5]=1[F:11].[OH-:27].[K+].[CH3:29]O.